Dataset: Full USPTO retrosynthesis dataset with 1.9M reactions from patents (1976-2016). Task: Predict the reactants needed to synthesize the given product. (1) Given the product [NH2:2][C:3]1[C:4]2[C:14]([O:15][CH2:16][C@H:17]3[CH2:22][CH2:21][CH2:20][N:19]([C:28]([C:27]4[CH:31]=[CH:32][N:33]=[C:25]([NH:24][CH3:23])[CH:26]=4)=[O:29])[CH2:18]3)=[CH:13][CH:12]=[CH:11][C:5]=2[NH:6][S:7](=[O:9])(=[O:10])[N:8]=1, predict the reactants needed to synthesize it. The reactants are: Cl.[NH2:2][C:3]1[C:4]2[C:14]([O:15][CH2:16][C@H:17]3[CH2:22][CH2:21][CH2:20][NH:19][CH2:18]3)=[CH:13][CH:12]=[CH:11][C:5]=2[NH:6][S:7](=[O:10])(=[O:9])[N:8]=1.[CH3:23][NH:24][C:25]1[CH:26]=[C:27]([CH:31]=[CH:32][N:33]=1)[C:28](O)=[O:29]. (2) Given the product [Cl:27][C:28]1[C:29]([F:49])=[C:30]([NH:34][C:35]2[C:44]3[C:39](=[CH:40][C:41]([O:47][CH3:48])=[C:42]([CH2:45][N:11]([CH3:10])[C:12]4([C:23]([NH:25][CH3:26])=[O:24])[CH2:15][N:14]([C:16]([O:18][C:19]([CH3:20])([CH3:21])[CH3:22])=[O:17])[CH2:13]4)[CH:43]=3)[N:38]=[CH:37][N:36]=2)[CH:31]=[CH:32][CH:33]=1, predict the reactants needed to synthesize it. The reactants are: C(N(C(C)C)CC)(C)C.[CH3:10][NH:11][C:12]1([C:23]([NH:25][CH3:26])=[O:24])[CH2:15][N:14]([C:16]([O:18][C:19]([CH3:22])([CH3:21])[CH3:20])=[O:17])[CH2:13]1.[Cl:27][C:28]1[C:29]([F:49])=[C:30]([NH:34][C:35]2[C:44]3[C:39](=[CH:40][C:41]([O:47][CH3:48])=[C:42]([CH2:45]Cl)[CH:43]=3)[N:38]=[CH:37][N:36]=2)[CH:31]=[CH:32][CH:33]=1. (3) Given the product [N:11]1([CH:16]2[CH2:21][CH2:20][CH2:19][CH:18]([NH:22][C:2]3[CH:9]=[CH:8][C:5]([C:6]#[N:7])=[C:4]([Cl:10])[CH:3]=3)[CH2:17]2)[CH:15]=[N:14][CH:13]=[N:12]1, predict the reactants needed to synthesize it. The reactants are: F[C:2]1[CH:9]=[CH:8][C:5]([C:6]#[N:7])=[C:4]([Cl:10])[CH:3]=1.[N:11]1([CH:16]2[CH2:21][CH2:20][CH2:19][CH:18]([NH2:22])[CH2:17]2)[CH:15]=[N:14][CH:13]=[N:12]1.CCN(C(C)C)C(C)C.